Dataset: Full USPTO retrosynthesis dataset with 1.9M reactions from patents (1976-2016). Task: Predict the reactants needed to synthesize the given product. (1) Given the product [CH:1]1([NH:4][C:5](=[O:29])[C:6]2[CH:11]=[CH:10][C:9]([CH3:12])=[C:8]([C:13]3[CH:14]=[C:15]4[CH:21]=[N:20][N:19]([C:22]5[CH:27]=[CH:26][CH:25]=[CH:24][C:23]=5[F:28])[C:16]4=[CH:17][N+:18]=3[O-:38])[CH:7]=2)[CH2:2][CH2:3]1, predict the reactants needed to synthesize it. The reactants are: [CH:1]1([NH:4][C:5](=[O:29])[C:6]2[CH:11]=[CH:10][C:9]([CH3:12])=[C:8]([C:13]3[CH:14]=[C:15]4[CH:21]=[N:20][N:19]([C:22]5[CH:27]=[CH:26][CH:25]=[CH:24][C:23]=5[F:28])[C:16]4=[CH:17][N:18]=3)[CH:7]=2)[CH2:3][CH2:2]1.C1C=C(Cl)C=C(C(OO)=[O:38])C=1. (2) Given the product [CH2:1]([N:8]1[CH:9]=[C:10]([C:11]2[CH:16]=[CH:15][CH:14]=[CH:13][N:12]=2)[O:17][C:19]2([CH2:20][CH2:21][N:22]([C:25]([O:27][C:28]([CH3:30])([CH3:29])[CH3:31])=[O:26])[CH2:23][CH2:24]2)[CH2:18]1)[C:2]1[CH:7]=[CH:6][CH:5]=[CH:4][CH:3]=1, predict the reactants needed to synthesize it. The reactants are: [CH2:1]([N:8]([CH2:18][C:19]1(O)[CH2:24][CH2:23][N:22]([C:25]([O:27][C:28]([CH3:31])([CH3:30])[CH3:29])=[O:26])[CH2:21][CH2:20]1)[CH2:9][C:10](=[O:17])[C:11]1[CH:16]=[CH:15][CH:14]=[CH:13][N:12]=1)[C:2]1[CH:7]=[CH:6][CH:5]=[CH:4][CH:3]=1.CC1C=CC(S(O)(=O)=O)=CC=1. (3) Given the product [C:30]([C:26]1[CH:27]=[C:28]2[C:23](=[CH:24][CH:25]=1)[C:22](=[O:34])[N:21]([C:7]1[CH:8]=[CH:9][CH:10]=[C:11]([C:36]3[N:37]=[C:38]([NH:44][C:45]4[CH:46]=[N:47][CH:48]=[CH:49][CH:50]=4)[C:39](=[O:43])[N:40]([CH3:42])[CH:41]=3)[C:6]=1[CH2:5][OH:4])[CH2:29]2)([CH3:33])([CH3:32])[CH3:31], predict the reactants needed to synthesize it. The reactants are: C([O:4][CH2:5][C:6]1[C:11](B2OC(C)(C)C(C)(C)O2)=[CH:10][CH:9]=[CH:8][C:7]=1[N:21]1[CH2:29][C:28]2[C:23](=[CH:24][CH:25]=[C:26]([C:30]([CH3:33])([CH3:32])[CH3:31])[CH:27]=2)[C:22]1=[O:34])(=O)C.Br[C:36]1[N:37]=[C:38]([NH:44][C:45]2[CH:46]=[N:47][CH:48]=[CH:49][CH:50]=2)[C:39](=[O:43])[N:40]([CH3:42])[CH:41]=1.C(=O)([O-])[O-].[Na+].[Na+].C(=O)([O-])[O-].[K+].[K+]. (4) The reactants are: C([O:3][C:4](=O)[CH:5]([CH2:9][N:10]([C:16]1[C:21]([N+:22]([O-])=O)=[CH:20][N:19]=[C:18]([Cl:25])[N:17]=1)[CH:11]1[CH2:15][CH2:14][CH2:13][CH2:12]1)[CH2:6][CH2:7][CH3:8])C.Cl. Given the product [Cl:25][C:18]1[N:19]=[CH:20][C:21]2[NH:22][C:4](=[O:3])[CH:5]([CH2:6][CH2:7][CH3:8])[CH2:9][N:10]([CH:11]3[CH2:15][CH2:14][CH2:13][CH2:12]3)[C:16]=2[N:17]=1, predict the reactants needed to synthesize it. (5) Given the product [NH2:6][C:5]1[CH:7]=[C:8]([C:9]([F:12])([F:11])[F:10])[C:2]([C:28]2[CH:33]=[CH:32][C:31]([S:34]([CH2:37][C@@H:38]3[CH2:42][CH2:41][CH2:40][N:39]3[C:43]([O:45][C:46]([CH3:49])([CH3:48])[CH3:47])=[O:44])(=[O:36])=[O:35])=[CH:30][CH:29]=2)=[C:3]([Cl:13])[CH:4]=1, predict the reactants needed to synthesize it. The reactants are: Br[C:2]1[C:8]([C:9]([F:12])([F:11])[F:10])=[CH:7][C:5]([NH2:6])=[CH:4][C:3]=1[Cl:13].C(=O)([O-])[O-].[Na+].[Na+].CC1(C)C(C)(C)OB([C:28]2[CH:33]=[CH:32][C:31]([S:34]([CH2:37][C@@H:38]3[CH2:42][CH2:41][CH2:40][N:39]3[C:43]([O:45][C:46]([CH3:49])([CH3:48])[CH3:47])=[O:44])(=[O:36])=[O:35])=[CH:30][CH:29]=2)O1.O. (6) The reactants are: [NH2:1][C:2]1[CH:7]=[C:6]([C:8]([F:11])([F:10])[F:9])[C:5]([CH2:12][C:13]#[N:14])=[C:4]([Cl:15])[CH:3]=1.C(=O)([O-])[O-].[Ca+2].[C:21](Cl)(Cl)=[S:22].Cl. Given the product [Cl:15][C:4]1[CH:3]=[C:2]([N:1]=[C:21]=[S:22])[CH:7]=[C:6]([C:8]([F:9])([F:10])[F:11])[C:5]=1[CH2:12][C:13]#[N:14], predict the reactants needed to synthesize it. (7) Given the product [O:1]=[C:2]1[C:10]2([C:14]3[CH:15]=[CH:16][C:17]([O:19][CH:20]4[CH2:24][CH2:23][N:22]([C:25]([O:27][C:28]([CH3:31])([CH3:30])[CH3:29])=[O:26])[CH2:21]4)=[CH:18][C:13]=3[O:12][CH2:11]2)[C:9]2[C:4](=[CH:5][CH:6]=[CH:7][CH:8]=2)[N:3]1[CH2:35][C:36]1[O:37][C:38]([C:41]([F:44])([F:43])[F:42])=[CH:39][CH:40]=1, predict the reactants needed to synthesize it. The reactants are: [O:1]=[C:2]1[C:10]2([C:14]3[CH:15]=[CH:16][C:17]([O:19][CH:20]4[CH2:24][CH2:23][N:22]([C:25]([O:27][C:28]([CH3:31])([CH3:30])[CH3:29])=[O:26])[CH2:21]4)=[CH:18][C:13]=3[O:12][CH2:11]2)[C:9]2[C:4](=[CH:5][CH:6]=[CH:7][CH:8]=2)[NH:3]1.[H-].[Na+].Br[CH2:35][C:36]1[O:37][C:38]([C:41]([F:44])([F:43])[F:42])=[CH:39][CH:40]=1. (8) The reactants are: [OH:1][C:2]1[CH:3]=[C:4]2[C:9](=[CH:10][CH:11]=1)[CH:8]=[C:7]([CH2:12][NH:13][C:14]13[CH2:21][CH2:20][C:17]([C:22]([O:24][CH3:25])=[O:23])([CH2:18][CH2:19]1)[CH2:16][CH2:15]3)[CH:6]=[CH:5]2.CS(O[C@H:31]1[CH2:36][CH2:35][C@@H:34]([Si:37]([CH3:40])([CH3:39])[CH3:38])[CH2:33][CH2:32]1)(=O)=O.[OH-].[Na+].Cl. Given the product [CH3:38][Si:37]([CH3:40])([CH3:39])[C@H:34]1[CH2:35][CH2:36][C@H:31]([O:1][C:2]2[CH:3]=[C:4]3[C:9](=[CH:10][CH:11]=2)[CH:8]=[C:7]([CH2:12][NH:13][C:14]24[CH2:21][CH2:20][C:17]([C:22]([O:24][CH3:25])=[O:23])([CH2:16][CH2:15]2)[CH2:18][CH2:19]4)[CH:6]=[CH:5]3)[CH2:32][CH2:33]1, predict the reactants needed to synthesize it.